This data is from Forward reaction prediction with 1.9M reactions from USPTO patents (1976-2016). The task is: Predict the product of the given reaction. Given the reactants C([O:3][C:4](=[O:35])[CH2:5][C:6]1[CH:15]=[C:14]([C:16](=[O:33])[C:17]2[CH:22]=[CH:21][C:20]([S:23]([N:26]3[CH2:31][CH2:30][N:29]([CH3:32])[CH2:28][CH2:27]3)(=[O:25])=[O:24])=[CH:19][CH:18]=2)[C:13]2[C:8](=[CH:9][CH:10]=[C:11]([F:34])[CH:12]=2)[CH:7]=1)C.O.[OH-].[Li+], predict the reaction product. The product is: [F:34][C:11]1[CH:12]=[C:13]2[C:8](=[CH:9][CH:10]=1)[CH:7]=[C:6]([CH2:5][C:4]([OH:35])=[O:3])[CH:15]=[C:14]2[C:16](=[O:33])[C:17]1[CH:18]=[CH:19][C:20]([S:23]([N:26]2[CH2:27][CH2:28][N:29]([CH3:32])[CH2:30][CH2:31]2)(=[O:25])=[O:24])=[CH:21][CH:22]=1.